Dataset: Experimentally validated miRNA-target interactions with 360,000+ pairs, plus equal number of negative samples. Task: Binary Classification. Given a miRNA mature sequence and a target amino acid sequence, predict their likelihood of interaction. (1) The miRNA is rno-miR-301a-3p with sequence CAGUGCAAUAGUAUUGUCAAAGC. The protein sequence of the target gene is METQAEQQELETLPTTKMAQTNPTPGSLGPWKITIYDQENFQGKRMEFTSSCPNVSERSFDNVRSLKVESGAWIGYEHTSFCGQQFILERGEYPRWDAWSGSNAYHIERLMSFRPICSANHKESKMTIFEKENFIGRQWEISDDYPSLQAMGWFNNEVGSMKIQSGAWVCYQYPGYRGYQYILECDHHGGDYKHWREWGSHAQTSQIQSIRRIQQ. Result: 0 (no interaction). (2) The miRNA is hsa-miR-29b-3p with sequence UAGCACCAUUUGAAAUCAGUGUU. The protein sequence of the target gene is MSQFQVPLAVQPDLPGLYDFPQRQVMVGSFPGSGLSMAGSESQLRGGGDGRKKRKRCGTCEPCRRLENCGACTSCTNRRTHQICKLRKCEVLKKKVGLLKEVEIKAGEGAGPWGQGAAVKTGSELSPVDGPVPGQMDSGPVYHGDSRQLSASGVPVNGAREPAGPSLLGTGGPWRVDQKPDWEAAPGPAHTARLEDAHDLVAFSAVAEAVSSYGALSTRLYETFNREMSREAGNNSRGPRPGPEGCSAGSEDLDTLQTALALARHGMKPPNCNCDGPECPDYLEWLEGKIKSVVMEGGEE.... Result: 1 (interaction). (3) The miRNA is mmu-miR-24-1-5p with sequence GUGCCUACUGAGCUGAUAUCAGU. The protein sequence of the target gene is MTTLNTGSARISIMNGSSVASTSPSVKCKEDQGLNGHEEKENPFAEYMWMENEEDFNRQVEEELQEQDFLDRCFQEMLDEEDQDWFIPARDLPQAVGHLQQQLNGLSVGDSHESEDILSKSNLNPDAKEFVPGVKY. Result: 0 (no interaction). (4) The miRNA is hsa-miR-3189-3p with sequence CCCUUGGGUCUGAUGGGGUAG. The protein sequence of the target gene is MSSQQYQQQRRKFAAAFLALIFILAAVDTAEAGKKEKPEKKVKKSDCGEWQWSVCVPTSGDCGLGTREGTRTGAECKQTMKTQRCKIPCNWKKQFGAECKYQFQAWGECDLNTALKTRTGSLKRALHNADCQKTVTISKPCGKLTKPKPQAESKKKKKEGKKQEKMLD. Result: 0 (no interaction).